From a dataset of Forward reaction prediction with 1.9M reactions from USPTO patents (1976-2016). Predict the product of the given reaction. (1) Given the reactants [CH:1]1[C:6]([C:7]2[S:15][C:14]3[CH:13]=[C:12]([OH:16])[CH:11]=[CH:10][C:9]=3[C:8]=2[C:17]([C:19]2[CH:20]=[CH:21][C:22]([O:25][CH2:26][CH2:27][N:28]3[CH2:33][CH2:32][CH2:31][CH2:30][CH2:29]3)=[CH:23][CH:24]=2)=[O:18])=[CH:5][CH:4]=[C:3]([OH:34])[CH:2]=1.[ClH:35], predict the reaction product. The product is: [CH:5]1[C:6]([C:7]2[S:15][C:14]3[CH:13]=[C:12]([OH:16])[CH:11]=[CH:10][C:9]=3[C:8]=2[C:17]([C:19]2[CH:24]=[CH:23][C:22]([O:25][CH2:26][CH2:27][N:28]3[CH2:33][CH2:32][CH2:31][CH2:30][CH2:29]3)=[CH:21][CH:20]=2)=[O:18])=[CH:1][CH:2]=[C:3]([OH:34])[CH:4]=1.[ClH:35]. (2) Given the reactants COC1N=C(SC2C=CC=C(Cl)C=2C([O-])=O)N=C(OC)C=1.[Na+].CO[C:25]1[N:30]=[C:29]([O:31][C:32]2[CH:37]=[CH:36][CH:35]=[C:34](OC3N=C(OC)C=C(OC)N=3)[C:33]=2[C:49]([O-:51])=[O:50])[N:28]=[C:27](OC)[CH:26]=1.[Na+].C/C(/C1C=CC=C(OC2N=C(OC)C=C(OC)N=2)C=1C(OC)=O)=N/OC.COC1N=C(OC2C=CC=C(OC3N=C(OC)C=C(OC)N=3)C=2C(ON=C(C2C=CC=CC=2)C2C=CC=CC=2)=O)N=C(OC)C=1.CC1OC(=O)C2C(SC3N=C(OC)C=C(OC)N=3)=CC=CC1=2.COCC1C=CC=C(C(O)C2N=C(OC)C=C(OC)N=2)C=1NS(C(F)F)(=O)=O, predict the reaction product. The product is: [N:28]1[CH:27]=[CH:26][CH:25]=[N:30][C:29]=1[O:31][C:32]1[CH:37]=[CH:36][CH:35]=[CH:34][C:33]=1[C:49]([OH:51])=[O:50]. (3) The product is: [C:12]([NH:1][C:2]1[NH:6][N:5]=[C:4]([C:7]([O:9][CH2:10][CH3:11])=[O:8])[N:3]=1)(=[O:14])[CH3:13]. Given the reactants [NH2:1][C:2]1[NH:6][N:5]=[C:4]([C:7]([O:9][CH2:10][CH3:11])=[O:8])[N:3]=1.[C:12](OC(=O)C)(=[O:14])[CH3:13], predict the reaction product. (4) Given the reactants C(=O)([O-])[O-].[K+].[K+].O.Cl[C:9]1[CH:14]=[C:13]([N:15]2[CH2:19][CH2:18][CH2:17][CH:16]2[C:20]([F:23])([F:22])[F:21])[N:12]=[C:11]([NH2:24])[N:10]=1.[C:25]([C:27]1[CH:32]=[CH:31][C:30](B(O)O)=[CH:29][C:28]=1[F:36])#[N:26], predict the reaction product. The product is: [NH2:24][C:11]1[N:10]=[C:9]([C:30]2[CH:31]=[CH:32][C:27]([C:25]#[N:26])=[C:28]([F:36])[CH:29]=2)[CH:14]=[C:13]([N:15]2[CH2:19][CH2:18][CH2:17][CH:16]2[C:20]([F:23])([F:22])[F:21])[N:12]=1.